From a dataset of Reaction yield outcomes from USPTO patents with 853,638 reactions. Predict the reaction yield, written as a fraction of the theoretical maximum amount of product (1.0 means a 100% yield; for example, 0.34 means a 34% yield). (1) The reactants are [NH2:1][C@H:2]([C:7]([NH:9][C@H:10]([C:15]([O:17][CH2:18][C:19]1[CH:24]=[CH:23][CH:22]=[CH:21][CH:20]=1)=[O:16])[CH2:11][CH:12]([CH3:14])[CH3:13])=[O:8])[CH2:3][CH:4]([CH3:6])[CH3:5].[NH:25]([C:42]([O:44][CH2:45][CH:46]1[C:58]2[C:53](=[CH:54][CH:55]=[CH:56][CH:57]=2)[C:52]2[C:47]1=[CH:48][CH:49]=[CH:50][CH:51]=2)=[O:43])[C@@H:26]([C:39]([OH:41])=[O:40])[CH2:27][CH2:28][CH2:29][CH2:30][NH:31][C:32]([O:34][C:35]([CH3:38])([CH3:37])[CH3:36])=[O:33].CCN=C=NCCCN(C)C.Cl. The catalyst is C(Cl)(Cl)Cl.C1C=CC2N(O)N=NC=2C=1. The product is [CH3:38][C:35]([O:34][C:32]([NH:31][CH2:30][CH2:29][CH2:28][CH2:27][C@@H:26]([NH:25][C:42]([O:44][CH2:45][CH:46]1[C:47]2[C:52](=[CH:51][CH:50]=[CH:49][CH:48]=2)[C:53]2[C:58]1=[CH:57][CH:56]=[CH:55][CH:54]=2)=[O:43])[C:39]([OH:41])=[O:40])=[O:33])([CH3:36])[CH3:37].[NH2:1][C@H:2]([C:7]([NH:9][C@H:10]([C:15]([O:17][CH2:18][C:19]1[CH:24]=[CH:23][CH:22]=[CH:21][CH:20]=1)=[O:16])[CH2:11][CH:12]([CH3:13])[CH3:14])=[O:8])[CH2:3][CH:4]([CH3:5])[CH3:6]. The yield is 0.860. (2) The reactants are [C:1](#[N:6])[C:2]([CH3:5])([CH3:4])[CH3:3].[CH2:7]([OH:9])[CH3:8]. No catalyst specified. The product is [C:1](=[NH:6])([O:9][CH2:7][CH3:8])[C:2]([CH3:5])([CH3:4])[CH3:3]. The yield is 0.620. (3) The reactants are Br[C:2]1[N:6]([C:7]([CH3:10])([CH3:9])[CH3:8])[N:5]=[CH:4][C:3]=1[C:11]([NH2:13])=[O:12].[CH3:14][O:15][C:16]1[CH:21]=[CH:20][C:19](/[CH:22]=[CH:23]/B(O)O)=[CH:18][CH:17]=1.COC1C=CC=C(OC)C=1C1C=CC=CC=1P(C1CCCCC1)C1CCCCC1.P([O-])([O-])([O-])=O.[K+].[K+].[K+]. The catalyst is C1COCC1.C([O-])(=O)C.[Pd+2].C([O-])(=O)C.O. The product is [C:7]([N:6]1[C:2](/[CH:23]=[CH:22]/[C:19]2[CH:20]=[CH:21][C:16]([O:15][CH3:14])=[CH:17][CH:18]=2)=[C:3]([C:11]([NH2:13])=[O:12])[CH:4]=[N:5]1)([CH3:10])([CH3:9])[CH3:8]. The yield is 0.164.